This data is from Forward reaction prediction with 1.9M reactions from USPTO patents (1976-2016). The task is: Predict the product of the given reaction. (1) Given the reactants [CH2:1]([O:8][C:9]1[C:10]([CH3:17])=[CH:11][C:12]([F:16])=[C:13]([OH:15])[CH:14]=1)[C:2]1[CH:7]=[CH:6][CH:5]=[CH:4][CH:3]=1.Cl[C:19]1[C:28]2[C:23](=[CH:24][C:25]([O:31][CH2:32][CH2:33][O:34][CH3:35])=[C:26]([O:29][CH3:30])[CH:27]=2)[N:22]=[N:21][CH:20]=1, predict the reaction product. The product is: [CH2:1]([O:8][C:9]1[C:10]([CH3:17])=[CH:11][C:12]([F:16])=[C:13]([CH:14]=1)[O:15][C:19]1[C:28]2[C:23](=[CH:24][C:25]([O:31][CH2:32][CH2:33][O:34][CH3:35])=[C:26]([O:29][CH3:30])[CH:27]=2)[N:22]=[N:21][CH:20]=1)[C:2]1[CH:3]=[CH:4][CH:5]=[CH:6][CH:7]=1. (2) Given the reactants [F:1][C:2]1[CH:3]=[C:4]([C:8]2[N:16]3[C:11]([C:12](=[O:17])[CH2:13][CH2:14][CH2:15]3)=[C:10]3[N:18]([CH3:25])[C:19](=[O:24])[N:20]([CH3:23])[C:21](=[O:22])[C:9]=23)[CH:5]=[CH:6][CH:7]=1.[BH4-].[Na+], predict the reaction product. The product is: [F:1][C:2]1[CH:3]=[C:4]([C:8]2[N:16]3[C:11]([CH:12]([OH:17])[CH2:13][CH2:14][CH2:15]3)=[C:10]3[N:18]([CH3:25])[C:19](=[O:24])[N:20]([CH3:23])[C:21](=[O:22])[C:9]=23)[CH:5]=[CH:6][CH:7]=1. (3) Given the reactants FC1C=C(F)C=C2C=1C=NN2C.ClC1C=CC2N(C(C=O)=CN=2)N=1.[Cl:25][C:26]1[CH:27]=[CH:28][C:29]2[N:30]([C:32]([C:35]([C:38]3[C:39]([F:49])=[C:40]4[C:44](=[CH:45][C:46]=3[F:47])[N:43]([CH3:48])[N:42]=[CH:41]4)([OH:37])C)=[CH:33][N:34]=2)[N:31]=1, predict the reaction product. The product is: [Cl:25][C:26]1[CH:27]=[CH:28][C:29]2[N:30]([C:32]([CH:35]([C:38]3[C:39]([F:49])=[C:40]4[C:44](=[CH:45][C:46]=3[F:47])[N:43]([CH3:48])[N:42]=[CH:41]4)[OH:37])=[CH:33][N:34]=2)[N:31]=1. (4) Given the reactants [C:1]([N:5]1[C:9]([CH2:10][CH2:11][CH:12]=O)=[CH:8][C:7]([CH2:14][CH2:15][CH3:16])=[N:6]1)([CH3:4])([CH3:3])[CH3:2].[CH3:17][O:18][C:19]1[CH:24]=[CH:23][C:22]([N:25]2[CH2:30][CH2:29][NH:28][CH2:27][CH2:26]2)=[CH:21][CH:20]=1.CCN(C(C)C)C(C)C.[BH-](OC(C)=O)(OC(C)=O)OC(C)=O.[Na+], predict the reaction product. The product is: [C:1]([N:5]1[C:9]([CH2:10][CH2:11][CH2:12][N:28]2[CH2:27][CH2:26][N:25]([C:22]3[CH:21]=[CH:20][C:19]([O:18][CH3:17])=[CH:24][CH:23]=3)[CH2:30][CH2:29]2)=[CH:8][C:7]([CH2:14][CH2:15][CH3:16])=[N:6]1)([CH3:4])([CH3:3])[CH3:2].